Dataset: NCI-60 drug combinations with 297,098 pairs across 59 cell lines. Task: Regression. Given two drug SMILES strings and cell line genomic features, predict the synergy score measuring deviation from expected non-interaction effect. (1) Drug 1: C1=CC(=CC=C1CCC2=CNC3=C2C(=O)NC(=N3)N)C(=O)NC(CCC(=O)O)C(=O)O. Drug 2: C1=CC(=CC=C1CC(C(=O)O)N)N(CCCl)CCCl.Cl. Cell line: ACHN. Synergy scores: CSS=46.4, Synergy_ZIP=0.426, Synergy_Bliss=3.17, Synergy_Loewe=4.49, Synergy_HSA=5.63. (2) Drug 1: CN(CC1=CN=C2C(=N1)C(=NC(=N2)N)N)C3=CC=C(C=C3)C(=O)NC(CCC(=O)O)C(=O)O. Drug 2: C1C(C(OC1N2C=NC3=C2NC=NCC3O)CO)O. Cell line: 786-0. Synergy scores: CSS=40.6, Synergy_ZIP=2.22, Synergy_Bliss=-3.60, Synergy_Loewe=-34.1, Synergy_HSA=-5.88.